Predict the product of the given reaction. From a dataset of Forward reaction prediction with 1.9M reactions from USPTO patents (1976-2016). (1) Given the reactants C(Cl)C[Cl:3].[NH2:5][C:6]1[N:11]=[CH:10][C:9](/[CH:12]=[CH:13]/[C:14]([OH:16])=O)=[CH:8][CH:7]=1.[CH:17]([O:20][C:21]1[C:29]([O:30][CH3:31])=[CH:28][CH:27]=[CH:26][C:22]=1[CH2:23]CN)([CH3:19])[CH3:18].C1C=CC2N(O)N=[N:38][C:36]=2C=1.O.CCN(C(C)C)C(C)C.Cl, predict the reaction product. The product is: [ClH:3].[NH2:5][C:6]1[N:11]=[CH:10][C:9](/[CH:12]=[CH:13]/[C:14]([N:38]([CH2:23][C:22]2[CH:26]=[CH:27][CH:28]=[C:29]([O:30][CH3:31])[C:21]=2[O:20][CH:17]([CH3:18])[CH3:19])[CH3:36])=[O:16])=[CH:8][CH:7]=1. (2) Given the reactants [Br:1][C:2]1[N:3]=[C:4]2[C:10]([C:11]([O:13]C)=[O:12])=[CH:9][N:8](COC(=O)C(C)(C)C)[C:5]2=[N:6][CH:7]=1.[OH-].[K+], predict the reaction product. The product is: [Br:1][C:2]1[N:3]=[C:4]2[C:10]([C:11]([OH:13])=[O:12])=[CH:9][NH:8][C:5]2=[N:6][CH:7]=1.